Dataset: Forward reaction prediction with 1.9M reactions from USPTO patents (1976-2016). Task: Predict the product of the given reaction. (1) Given the reactants Br[C:2]1[CH:3]=[CH:4][C:5]2[NH:11][C:10](=[O:12])[CH2:9][O:8][C:7]([CH3:19])([C:13]3[CH:18]=[CH:17][CH:16]=[CH:15][CH:14]=3)[C:6]=2[CH:20]=1.Br[C:22]1[S:26][C:25]([C:27]#[N:28])=[CH:24][C:23]=1[CH3:29], predict the reaction product. The product is: [CH3:29][C:23]1[CH:24]=[C:25]([C:27]#[N:28])[S:26][C:22]=1[C:2]1[CH:3]=[CH:4][C:5]2[NH:11][C:10](=[O:12])[CH2:9][O:8][C:7]([CH3:19])([C:13]3[CH:18]=[CH:17][CH:16]=[CH:15][CH:14]=3)[C:6]=2[CH:20]=1. (2) Given the reactants [NH2:1][C:2]1[CH:7]=[CH:6][CH:5]=[C:4]([Br:8])[C:3]=1[CH2:9][OH:10].[C:11](OC(Cl)(Cl)Cl)(OC(Cl)(Cl)Cl)=[O:12], predict the reaction product. The product is: [Br:8][C:4]1[C:3]2[CH2:9][O:10][C:11](=[O:12])[NH:1][C:2]=2[CH:7]=[CH:6][CH:5]=1. (3) The product is: [O:27]=[S:28]1(=[O:52])[CH2:29][CH2:30][CH:31]([O:34][C:35]2[CH:42]=[CH:41][C:40]([C:2]3[N:3]=[C:4]([NH:8][C:9]4[CH:14]=[CH:13][C:12]([N:15]5[CH2:20][CH2:19][N:18]([CH:21]6[CH2:24][O:23][CH2:22]6)[CH2:17][CH2:16]5)=[C:11]([O:25][CH3:26])[CH:10]=4)[N:5]=[CH:6][N:7]=3)=[CH:39][C:36]=2[C:37]#[N:38])[CH2:32][CH2:33]1. Given the reactants Cl[C:2]1[N:7]=[CH:6][N:5]=[C:4]([NH:8][C:9]2[CH:14]=[CH:13][C:12]([N:15]3[CH2:20][CH2:19][N:18]([CH:21]4[CH2:24][O:23][CH2:22]4)[CH2:17][CH2:16]3)=[C:11]([O:25][CH3:26])[CH:10]=2)[N:3]=1.[O:27]=[S:28]1(=[O:52])[CH2:33][CH2:32][CH:31]([O:34][C:35]2[CH:42]=[CH:41][C:40](B3OC(C)(C)C(C)(C)O3)=[CH:39][C:36]=2[C:37]#[N:38])[CH2:30][CH2:29]1.C(=O)([O-])[O-].[Na+].[Na+], predict the reaction product. (4) The product is: [C:17]([O:25][CH:30]1[C@@:29]([O:41][C:8](=[O:15])[C:9]2[CH:14]=[CH:13][CH:12]=[CH:11][CH:10]=2)([C:42]#[CH:43])[C@H:28]([O:62][C:59](=[O:61])[C:60]2[CH:7]=[CH:6][CH:23]=[CH:18][CH:19]=2)[C@@H:27]([CH2:26][O:25][C:17](=[O:24])[C:18]2[CH:19]=[CH:20][CH:21]=[CH:22][CH:23]=2)[O:31]1)(=[O:24])[C:55]1[CH:54]=[CH:53][CH:58]=[CH:57][CH:56]=1. Given the reactants C(N([CH2:6][CH3:7])CC)C.[C:8](Cl)(=[O:15])[C:9]1[CH:14]=[CH:13][CH:12]=[CH:11][CH:10]=1.[C:17]([O:25][CH2:26][C@@H:27]1[O:31][CH:30](C2C=CC=CC=2C([O-])=O)[C@@:29]([C:42]#[CH:43])([OH:41])[C@@H:28]1C1C=CC=CC=1C([O-])=O)(=[O:24])[C:18]1[CH:23]=[CH:22][CH:21]=[CH:20][CH:19]=1.[CH3:53][CH2:54][CH2:55][CH2:56][CH2:57][CH3:58].[C:59]([O:62]CC)(=[O:61])[CH3:60], predict the reaction product. (5) The product is: [CH3:1][O:2][C:3]1[C:4]([CH3:12])=[C:5]([S:22]([C:18]2[CH:19]=[CH:20][CH:21]=[C:16]([N+:13]([O-:15])=[O:14])[CH:17]=2)(=[O:23])=[O:24])[N:6]2[C:11]=1[CH:10]=[CH:9][CH:8]=[CH:7]2. Given the reactants [CH3:1][O:2][C:3]1[C:4]([CH3:12])=[CH:5][N:6]2[C:11]=1[CH:10]=[CH:9][CH:8]=[CH:7]2.[N+:13]([C:16]1[CH:17]=[C:18]([S:22](Cl)(=[O:24])=[O:23])[CH:19]=[CH:20][CH:21]=1)([O-:15])=[O:14], predict the reaction product. (6) Given the reactants I[C:2]1[CH:7]=[CH:6][CH:5]=[CH:4][C:3]=1[N+:8]([O-])=O.[C:11]([NH:19][C:20]1[CH:25]=[CH:24][CH:23]=[CH:22][CH:21]=1)(=O)[C:12]1[CH:17]=[CH:16][CH:15]=[N:14][CH:13]=1, predict the reaction product. The product is: [C:3]1([N:8]2[C:21]3[CH:22]=[CH:23][CH:24]=[CH:25][C:20]=3[N:19]=[C:11]2[C:12]2[CH:13]=[N:14][CH:15]=[CH:16][CH:17]=2)[CH:4]=[CH:5][CH:6]=[CH:7][CH:2]=1. (7) Given the reactants Cl[C:2]1[N:7]=[CH:6][C:5]([NH2:8])=[CH:4][C:3]=1[O:9][CH3:10].[O:11]1[C:20]2[C:15](=[CH:16][CH:17]=[CH:18][CH:19]=2)[CH2:14][CH:13]([C:21]([OH:23])=O)[CH2:12]1.CC1(C)C(C)(C)OB([C:32]2[CH:33]=[N:34][NH:35][CH:36]=2)O1, predict the reaction product. The product is: [CH3:10][O:9][C:3]1[CH:4]=[C:5]([NH:8][C:21]([CH:13]2[CH2:14][C:15]3[C:20](=[CH:19][CH:18]=[CH:17][CH:16]=3)[O:11][CH2:12]2)=[O:23])[CH:6]=[N:7][C:2]=1[C:32]1[CH:33]=[N:34][NH:35][CH:36]=1. (8) The product is: [CH3:1][O:2][C:3](=[O:24])[CH2:4][CH2:5][CH2:6][CH2:7][CH2:8][O:9][C:10]1[CH:15]=[CH:14][C:13]2[N:16]=[C:32]([NH:31][C:28]3[CH:29]=[CH:30][CH:25]=[CH:26][CH:27]=3)[N:16]([C:13]3[CH:14]=[CH:15][C:37]([CH3:38])=[CH:11][CH:12]=3)[C:12]=2[CH:11]=1. Given the reactants [CH3:1][O:2][C:3](=[O:24])[CH2:4][CH2:5][CH2:6][CH2:7][CH2:8][O:9][C:10]1[CH:15]=[CH:14][C:13]([NH2:16])=[C:12](C2C=CC(C)=CC=2)[CH:11]=1.[CH:25]1[CH:30]=[CH:29][C:28]([N:31]=[C:32](Cl)Cl)=[CH:27][CH:26]=1.O.Cl[CH2:37][CH2:38]Cl, predict the reaction product. (9) Given the reactants [CH3:1][C@H:2]1[NH:6][CH2:5][C@H:4]([OH:7])[CH2:3]1.F[C:9]1[CH:16]=[CH:15][C:14]([C:17]2[N:22]=[C:21]([NH:23][C:24]3[CH:29]=[CH:28][C:27]([N:30]4[CH2:35][CH2:34][N:33]([CH:36]5[CH2:39][O:38][CH2:37]5)[CH2:32][CH2:31]4)=[CH:26][CH:25]=3)[N:20]=[CH:19][N:18]=2)=[CH:13][C:10]=1[C:11]#[N:12], predict the reaction product. The product is: [OH:7][C@H:4]1[CH2:5][N:6]([C:9]2[CH:16]=[CH:15][C:14]([C:17]3[N:22]=[C:21]([NH:23][C:24]4[CH:25]=[CH:26][C:27]([N:30]5[CH2:35][CH2:34][N:33]([CH:36]6[CH2:39][O:38][CH2:37]6)[CH2:32][CH2:31]5)=[CH:28][CH:29]=4)[N:20]=[CH:19][N:18]=3)=[CH:13][C:10]=2[C:11]#[N:12])[C@H:2]([CH3:1])[CH2:3]1. (10) Given the reactants [CH3:1][O:2][C:3]([C:5]1[CH:13]=[C:12]2[C:8]([C:9]([CH:43]3[CH2:48][CH2:47][CH2:46][CH2:45][CH2:44]3)=[C:10]([C:18]3[CH:19]=[C:20]4[C:25](=[CH:26][CH:27]=3)[N:24]=[C:23]([C:28]3[CH:33]=[C:32]([O:34][CH3:35])[CH:31]=[CH:30][C:29]=3[C:36]3[CH:41]=[CH:40][C:39]([Cl:42])=[CH:38][CH:37]=3)[CH:22]=[CH:21]4)[N:11]2[CH2:14][C:15](O)=[O:16])=[CH:7][CH:6]=1)=[O:4].CN(C(ON1N=NC2C=CC=NC1=2)=[N+](C)C)C.F[P-](F)(F)(F)(F)F.CCN(C(C)C)C(C)C.[NH:82]1[CH2:87][CH2:86][O:85][CH2:84][CH2:83]1, predict the reaction product. The product is: [CH3:1][O:2][C:3]([C:5]1[CH:13]=[C:12]2[C:8]([C:9]([CH:43]3[CH2:48][CH2:47][CH2:46][CH2:45][CH2:44]3)=[C:10]([C:18]3[CH:19]=[C:20]4[C:25](=[CH:26][CH:27]=3)[N:24]=[C:23]([C:28]3[CH:33]=[C:32]([O:34][CH3:35])[CH:31]=[CH:30][C:29]=3[C:36]3[CH:37]=[CH:38][C:39]([Cl:42])=[CH:40][CH:41]=3)[CH:22]=[CH:21]4)[N:11]2[CH2:14][C:15]([N:82]2[CH2:87][CH2:86][O:85][CH2:84][CH2:83]2)=[O:16])=[CH:7][CH:6]=1)=[O:4].